Dataset: Full USPTO retrosynthesis dataset with 1.9M reactions from patents (1976-2016). Task: Predict the reactants needed to synthesize the given product. Given the product [C:11]([O:15][C:16]([N:18]1[CH2:19][CH:20]=[C:21]([C:4]2[C:3]3[C:7](=[CH:8][CH:9]=[CH:10][C:2]=3[F:1])[NH:6][CH:5]=2)[CH2:22][CH2:23]1)=[O:17])([CH3:14])([CH3:12])[CH3:13], predict the reactants needed to synthesize it. The reactants are: [F:1][C:2]1[CH:10]=[CH:9][CH:8]=[C:7]2[C:3]=1[CH:4]=[CH:5][NH:6]2.[C:11]([O:15][C:16]([N:18]1[CH2:23][CH2:22][C:21](=O)[CH2:20][CH2:19]1)=[O:17])([CH3:14])([CH3:13])[CH3:12].N1CCCC1.